Dataset: Catalyst prediction with 721,799 reactions and 888 catalyst types from USPTO. Task: Predict which catalyst facilitates the given reaction. (1) Reactant: C([O:5][C:6](=[O:15])[CH2:7][N:8]([CH:12]([CH3:14])[CH3:13])[CH:9]([CH3:11])[CH3:10])(C)(C)C.[ClH:16]. Product: [ClH:16].[CH:9]([N:8]([CH2:7][C:6]([OH:15])=[O:5])[CH:12]([CH3:13])[CH3:14])([CH3:10])[CH3:11]. The catalyst class is: 6. (2) Reactant: [CH2:1]([O:3][C:4]1[C:5]([C:18]([C:20]2[CH:28]=[CH:27][C:23]([C:24]([OH:26])=O)=[CH:22][CH:21]=2)=[O:19])=[CH:6][C:7]2[C:8]([CH3:17])([CH3:16])[CH2:9][CH2:10][C:11]([CH3:15])([CH3:14])[C:12]=2[CH:13]=1)[CH3:2].Cl.[O:30]([NH2:32])[CH3:31].N1C=CC=CC=1. Product: [CH3:31][O:30][N:32]=[C:24]([OH:26])[C:23]1[CH:27]=[CH:28][C:20]([C:18]([C:5]2[C:4]([O:3][CH2:1][CH3:2])=[CH:13][C:12]3[C:11]([CH3:15])([CH3:14])[CH2:10][CH2:9][C:8]([CH3:16])([CH3:17])[C:7]=3[CH:6]=2)=[O:19])=[CH:21][CH:22]=1. The catalyst class is: 14. (3) Reactant: C([Li])CCC.Br[C:7]1[CH:8]=[C:9]2[C:14](=[CH:15][CH:16]=1)[N:13]=[C:12]([O:17][CH3:18])[C:11]([CH3:19])=[C:10]2[Cl:20].[CH3:21][C:22]1[S:23][C:24]([C:28]([C:30]2[N:34]([CH3:35])[N:33]=[N:32][CH:31]=2)=[O:29])=[C:25]([CH3:27])[N:26]=1.O. Product: [Cl:20][C:10]1[C:9]2[C:14](=[CH:15][CH:16]=[C:7]([C:28]([C:24]3[S:23][C:22]([CH3:21])=[N:26][C:25]=3[CH3:27])([C:30]3[N:34]([CH3:35])[N:33]=[N:32][CH:31]=3)[OH:29])[CH:8]=2)[N:13]=[C:12]([O:17][CH3:18])[C:11]=1[CH3:19]. The catalyst class is: 7. (4) Reactant: FC(F)(F)S(O[C:7]1[CH:12]=[C:11]([Cl:13])[C:10]([CH2:14][CH:15]2[CH2:19][CH2:18][N:17]([CH:20]3[CH2:25][CH2:24][CH2:23][CH2:22][CH2:21]3)[C:16]2=[O:26])=[C:9]([Cl:27])[CH:8]=1)(=O)=O.C([N:37]1[CH:41]=[C:40](B2OC(C)(C)C(C)(C)O2)[CH:39]=[N:38]1)(OC(C)(C)C)=O.C(=O)([O-])[O-].[Na+].[Na+]. Product: [CH:20]1([N:17]2[CH2:18][CH2:19][CH:15]([CH2:14][C:10]3[C:11]([Cl:13])=[CH:12][C:7]([C:40]4[CH:41]=[N:37][NH:38][CH:39]=4)=[CH:8][C:9]=3[Cl:27])[C:16]2=[O:26])[CH2:25][CH2:24][CH2:23][CH2:22][CH2:21]1. The catalyst class is: 216. (5) Reactant: Cl.[NH2:2][CH2:3][C:4]1[CH:13]=[CH:12][CH:11]=[C:10]2[C:5]=1[C:6](=[O:23])[N:7]([CH:15]1[CH2:20][CH2:19][C:18](=[O:21])[NH:17][C:16]1=[O:22])[C:8]([CH3:14])=[N:9]2.C1(C)C=CC(C(Cl)=O)=CC=1.C(N(CC)CC)C. Product: [NH2:2][CH2:3][C:4]1[CH:13]=[CH:12][CH:11]=[C:10]2[C:5]=1[C:6](=[O:23])[N:7]([CH:15]1[CH2:20][CH2:19][C:18](=[O:21])[NH:17][C:16]1=[O:22])[C:8]([CH3:14])=[N:9]2. The catalyst class is: 7. (6) Reactant: ClC1[CH:7]=[C:6](NC2N=CN=C(NC(C3CC3)=O)C=2)[C:5](=O)[N:4]2[C:22]([C:27]3[CH:32]=[CH:31][CH:30]=[C:29](F)[CH:28]=3)(C)NC(=O)C=12.N1C=CN=C1.[Si:39](Cl)([C:42]([CH3:45])([CH3:44])[CH3:43])([CH3:41])[CH3:40].[OH2:47]. Product: [CH2:22]([NH:4][CH2:5][CH2:6][CH2:7][O:47][Si:39]([C:42]([CH3:45])([CH3:44])[CH3:43])([CH3:41])[CH3:40])[C:27]1[CH:28]=[CH:29][CH:30]=[CH:31][CH:32]=1. The catalyst class is: 4. (7) Reactant: [CH2:1]([NH:8][C:9](=[N:26][C:27]#[N:28])[N:10]([CH2:24][CH3:25])[CH:11]1[CH2:16][CH2:15][N:14](C(OC(C)(C)C)=O)[CH2:13][CH2:12]1)[C:2]1[CH:7]=[CH:6][CH:5]=[CH:4][CH:3]=1. Product: [CH2:1]([NH:8][C:9](=[N:26][C:27]#[N:28])[N:10]([CH2:24][CH3:25])[CH:11]1[CH2:12][CH2:13][NH:14][CH2:15][CH2:16]1)[C:2]1[CH:7]=[CH:6][CH:5]=[CH:4][CH:3]=1. The catalyst class is: 89.